Dataset: Peptide-MHC class II binding affinity with 134,281 pairs from IEDB. Task: Regression. Given a peptide amino acid sequence and an MHC pseudo amino acid sequence, predict their binding affinity value. This is MHC class II binding data. (1) The peptide sequence is MVGTILEMLGTRLDQ. The MHC is DRB1_0301 with pseudo-sequence DRB1_0301. The binding affinity (normalized) is 0.182. (2) The peptide sequence is MPVDPDNEAYEMPSE. The MHC is DRB1_1101 with pseudo-sequence DRB1_1101. The binding affinity (normalized) is 0.320. (3) The peptide sequence is YIKFLANVSTVLTGK. The MHC is DRB1_0405 with pseudo-sequence DRB1_0405. The binding affinity (normalized) is 0.672. (4) The peptide sequence is YDYFLANVSTVLTGK. The MHC is DRB1_1602 with pseudo-sequence DRB1_1602. The binding affinity (normalized) is 0.853.